Dataset: Full USPTO retrosynthesis dataset with 1.9M reactions from patents (1976-2016). Task: Predict the reactants needed to synthesize the given product. Given the product [F:46][C:45]([F:48])([F:47])[C:43]([OH:49])=[O:44].[Cl:1][C:2]1[CH:3]=[C:4]([N:9]2[C:13]([CH:14]3[CH2:15][CH2:16][N:17]([C:20]([C@H:22]4[C@H:26]([C:27]5[CH:32]=[CH:31][C:30]([F:33])=[CH:29][C:28]=5[F:34])[CH2:25][NH:24][CH2:23]4)=[O:21])[CH2:18][CH2:19]3)=[CH:12][C:11]([CH3:42])=[N:10]2)[CH:5]=[CH:6][C:7]=1[F:8], predict the reactants needed to synthesize it. The reactants are: [Cl:1][C:2]1[CH:3]=[C:4]([N:9]2[C:13]([CH:14]3[CH2:19][CH2:18][N:17]([C:20]([C@H:22]4[C@H:26]([C:27]5[CH:32]=[CH:31][C:30]([F:33])=[CH:29][C:28]=5[F:34])[CH2:25][N:24](C(OC(C)(C)C)=O)[CH2:23]4)=[O:21])[CH2:16][CH2:15]3)=[CH:12][C:11]([CH3:42])=[N:10]2)[CH:5]=[CH:6][C:7]=1[F:8].[C:43]([OH:49])([C:45]([F:48])([F:47])[F:46])=[O:44].